This data is from Forward reaction prediction with 1.9M reactions from USPTO patents (1976-2016). The task is: Predict the product of the given reaction. (1) Given the reactants [C:1](#[N:5])[CH2:2][C:3]#[N:4].C(N(CC)CC)C.[OH:13][CH2:14][C:15]([C:17]1[CH:22]=[CH:21][C:20]([F:23])=[CH:19][CH:18]=1)=O, predict the reaction product. The product is: [NH2:4][C:3]1[O:13][CH:14]=[C:15]([C:17]2[CH:22]=[CH:21][C:20]([F:23])=[CH:19][CH:18]=2)[C:2]=1[C:1]#[N:5]. (2) Given the reactants [C:1]([O:5][C:6]([N:8]1[CH2:13][C@H:12]([CH2:14]Cl)[N:11]([CH2:16][C:17]([N:19]2[C:27]3[CH:26]=[C:25]([CH2:28][C:29]4[CH:34]=[CH:33][C:32]([F:35])=[CH:31][C:30]=4[F:36])[N:24]=[CH:23][C:22]=3[C:21]([CH3:38])([CH3:37])[CH2:20]2)=[O:18])[CH2:10][C@H:9]1[CH3:39])=[O:7])([CH3:4])([CH3:3])[CH3:2].[I-].[K+].C(=O)([O-])[O-].[K+].[K+].[NH:48]1[CH:53]=[CH:52][CH:51]=[N:50][C:49]1=[O:54], predict the reaction product. The product is: [C:1]([O:5][C:6]([N:8]1[CH2:13][C@H:12]([CH2:14][N:50]2[CH:51]=[CH:52][CH:53]=[N:48][C:49]2=[O:54])[N:11]([CH2:16][C:17]([N:19]2[C:27]3[CH:26]=[C:25]([CH2:28][C:29]4[CH:34]=[CH:33][C:32]([F:35])=[CH:31][C:30]=4[F:36])[N:24]=[CH:23][C:22]=3[C:21]([CH3:38])([CH3:37])[CH2:20]2)=[O:18])[CH2:10][C@H:9]1[CH3:39])=[O:7])([CH3:4])([CH3:3])[CH3:2].